This data is from Forward reaction prediction with 1.9M reactions from USPTO patents (1976-2016). The task is: Predict the product of the given reaction. (1) Given the reactants [F:1][CH:2]([F:15])[C:3]1[N:7]2[CH:8]=[C:9]([NH2:14])[CH:10]=[C:11]([O:12][CH3:13])[C:6]2=[N:5][N:4]=1.C[Si]([N:20]=[N+:21]=[N-])(C)C.C(ON=O)(C)(C)C, predict the reaction product. The product is: [N:14]([C:9]1[CH:10]=[C:11]([O:12][CH3:13])[C:6]2[N:7]([C:3]([CH:2]([F:1])[F:15])=[N:4][N:5]=2)[CH:8]=1)=[N+:20]=[N-:21]. (2) The product is: [N:1]1[C:5]2[CH:6]=[CH:7][CH:8]=[CH:9][C:4]=2[NH:3][C:2]=1[S:10][CH2:11][CH2:12][N:13]1[CH2:14][CH2:15][N:16]([CH2:19][C:20]([NH:22][C:23]2[C:24]([S:32][CH3:33])=[N:25][C:26]([CH3:31])=[CH:27][C:28]=2[S:29]([CH3:30])=[O:35])=[O:21])[CH2:17][CH2:18]1. Given the reactants [N:1]1[C:5]2[CH:6]=[CH:7][CH:8]=[CH:9][C:4]=2[NH:3][C:2]=1[S:10][CH2:11][CH2:12][N:13]1[CH2:18][CH2:17][N:16]([CH2:19][C:20]([NH:22][C:23]2[C:24]([S:32][CH3:33])=[N:25][C:26]([CH3:31])=[CH:27][C:28]=2[S:29][CH3:30])=[O:21])[CH2:15][CH2:14]1.B1([O-])O[O:35]1.O.O.O.O.[Na+], predict the reaction product.